Dataset: Full USPTO retrosynthesis dataset with 1.9M reactions from patents (1976-2016). Task: Predict the reactants needed to synthesize the given product. (1) Given the product [Br:1][C:2]1[CH:7]=[C:6]([CH:5]=[CH:4][C:3]=1[O:10][CH:12]1[CH2:13][CH2:14][CH2:15][CH2:16][O:11]1)[C:8]#[N:9], predict the reactants needed to synthesize it. The reactants are: [Br:1][C:2]1[CH:7]=[C:6]([C:8]#[N:9])[CH:5]=[CH:4][C:3]=1[OH:10].[O:11]1[CH:16]=[CH:15][CH2:14][CH2:13][CH2:12]1. (2) Given the product [CH3:18][C:5]([S:7]([CH2:10][CH2:11][CH:12]1[CH2:13][CH2:14][O:15][CH2:16][CH2:17]1)(=[O:9])=[O:8])([CH3:6])[C:4]([OH:19])=[O:3], predict the reactants needed to synthesize it. The reactants are: C([O:3][C:4](=[O:19])[C:5]([CH3:18])([S:7]([CH2:10][CH2:11][CH:12]1[CH2:17][CH2:16][O:15][CH2:14][CH2:13]1)(=[O:9])=[O:8])[CH3:6])C.C[Si](C)(C)[O-].[K+]. (3) Given the product [F:1][C:2]1[CH:3]=[C:4]2[C:9](=[CH:10][CH:11]=1)[N:8]=[C:7]([C:13]([O:15][CH2:16][CH3:17])=[O:14])[C:6]([OH:18])=[N:5]2, predict the reactants needed to synthesize it. The reactants are: [F:1][C:2]1[CH:11]=[CH:10][C:9]2[C:4](=[N:5][C:6]([OH:18])=[C:7]([C:13]([O:15][CH2:16][CH3:17])=[O:14])[N+:8]=2[O-])[CH:3]=1.P(Br)(Br)Br.O. (4) Given the product [Cl:1][C:2]1[CH:3]=[CH:4][C:5]([CH2:6][NH:7][C:8]([C:10]2[C:19](=[O:20])[C:18]3[C:13](=[C:14]([I:23])[CH:15]=[C:16]([CH2:21][N:36]4[CH2:41][CH2:40][O:39][CH2:38][CH2:37]4)[CH:17]=3)[N:12]([CH3:24])[CH:11]=2)=[O:9])=[CH:25][CH:26]=1, predict the reactants needed to synthesize it. The reactants are: [Cl:1][C:2]1[CH:26]=[CH:25][C:5]([CH2:6][NH:7][C:8]([C:10]2[C:19](=[O:20])[C:18]3[C:13](=[C:14]([I:23])[CH:15]=[C:16]([CH2:21]Cl)[CH:17]=3)[N:12]([CH3:24])[CH:11]=2)=[O:9])=[CH:4][CH:3]=1.C(N(CC)C(C)C)(C)C.[NH:36]1[CH2:41][CH2:40][O:39][CH2:38][CH2:37]1.O. (5) Given the product [NH2:1][C:2]1[C:3]([C:16]2[CH:24]=[CH:23][C:19]([C:20]([NH:26][C@@H:27]([C:43]3[CH:48]=[C:47]([F:49])[CH:46]=[C:45]([Br:50])[CH:44]=3)[CH2:28][NH:29][CH3:42])=[O:21])=[C:18]([F:25])[CH:17]=2)=[N:4][C:5]([C@H:8]2[CH2:13][CH2:12][C@H:11]([OH:14])[C@@H:10]([F:15])[CH2:9]2)=[CH:6][N:7]=1, predict the reactants needed to synthesize it. The reactants are: [NH2:1][C:2]1[C:3]([C:16]2[CH:24]=[CH:23][C:19]([C:20](O)=[O:21])=[C:18]([F:25])[CH:17]=2)=[N:4][C:5]([C@H:8]2[CH2:13][CH2:12][C@H:11]([OH:14])[C@@H:10]([F:15])[CH2:9]2)=[CH:6][N:7]=1.[NH2:26][C@@H:27]([C:43]1[CH:48]=[C:47]([F:49])[CH:46]=[C:45]([Br:50])[CH:44]=1)[CH2:28][N:29]([CH3:42])S(C1C=CC=CC=1[N+]([O-])=O)(=O)=O.C1C=NC2N(O)N=NC=2C=1.CCN(C(C)C)C(C)C.CCN=C=NCCCN(C)C.Cl. (6) Given the product [CH3:12][NH:13][CH2:2][CH2:3][NH:4][C:5](=[O:11])[O:6][C:7]([CH3:10])([CH3:9])[CH3:8], predict the reactants needed to synthesize it. The reactants are: Br[CH2:2][CH2:3][NH:4][C:5](=[O:11])[O:6][C:7]([CH3:10])([CH3:9])[CH3:8].[CH3:12][NH2:13]. (7) Given the product [N+:43]([C:46]1[CH:51]=[CH:50][CH:49]=[CH:48][C:47]=1[NH:52][C:53]([NH:1][C:2]1[CH:3]=[CH:4][C:5]([CH2:6][C@H:7]([N:10]([CH2:18][C@H:19]([O:28][Si:39]([CH3:40])([CH3:41])[CH3:42])[CH2:20][O:21][C:22]2[CH:23]=[CH:24][CH:25]=[CH:26][CH:27]=2)[C:11](=[O:17])[O:12][C:13]([CH3:16])([CH3:15])[CH3:14])[CH2:8][O:9][Si:39]([CH3:42])([CH3:41])[CH3:40])=[CH:29][CH:30]=1)=[O:54])([O-:45])=[O:44], predict the reactants needed to synthesize it. The reactants are: [NH2:1][C:2]1[CH:30]=[CH:29][C:5]([CH2:6][C@H:7]([N:10]([CH2:18][C@H:19]([OH:28])[CH2:20][O:21][C:22]2[CH:27]=[CH:26][CH:25]=[CH:24][CH:23]=2)[C:11](=[O:17])[O:12][C:13]([CH3:16])([CH3:15])[CH3:14])[CH2:8][OH:9])=[CH:4][CH:3]=1.C/C(/O[Si:39]([CH3:42])([CH3:41])[CH3:40])=N\[Si:39]([CH3:42])([CH3:41])[CH3:40].[N+:43]([C:46]1[CH:51]=[CH:50][CH:49]=[CH:48][C:47]=1[N:52]=[C:53]=[O:54])([O-:45])=[O:44].C(N(CC)C(C)C)(C)C. (8) Given the product [Cl:1][C:2]1[C:3]2[N:4]([CH:15]=[N:14][N:13]=2)[C:5]2[CH:11]=[C:10]([Cl:12])[N:9]=[CH:8][C:6]=2[N:7]=1, predict the reactants needed to synthesize it. The reactants are: [Cl:1][C:2]1[N:7]=[C:6]2[CH:8]=[N:9][C:10]([Cl:12])=[CH:11][C:5]2=[N:4][C:3]=1[NH:13][NH2:14].[CH3:15]COCC. (9) Given the product [CH:17]([O:6][CH2:3][N:30]1[N:29]=[C:28]([C:32]([O:34][CH2:35][CH3:36])=[O:33])[C:27]([C:25](=[O:26])[C:24]2[CH:37]=[C:38]([O:39][CH3:40])[C:21]([O:20][CH3:19])=[CH:22][C:23]=2[N+:41]([O-:43])=[O:42])=[N:31]1)([CH3:18])[CH3:1], predict the reactants needed to synthesize it. The reactants are: [CH2:1]=O.[CH:3](=[O:6])CC.C(N1[CH:18]=[CH:17]N=C1)(N1C=CN=C1)=O.[CH3:19][O:20][C:21]1[C:38]([O:39][CH3:40])=[CH:37][C:24]([C:25]([C:27]2[NH:31][N:30]=[N:29][C:28]=2[C:32]([O:34][CH2:35][CH3:36])=[O:33])=[O:26])=[C:23]([N+:41]([O-:43])=[O:42])[CH:22]=1. (10) Given the product [Br:21][C:22]1[CH:27]=[C:26](/[CH:33]=[CH:32]/[C:31]([O:35][CH2:36][CH3:37])=[O:34])[CH:25]=[C:24]([Br:29])[C:23]=1[OH:30], predict the reactants needed to synthesize it. The reactants are: C1(P(C2C=CC=CC=2)C2C=CC=CC=2)C=CC=CC=1.Cl.[Br:21][C:22]1[CH:27]=[C:26](N)[CH:25]=[C:24]([Br:29])[C:23]=1[OH:30].[C:31]([O:35][CH2:36][CH3:37])(=[O:34])[CH:32]=[CH2:33].